Dataset: Reaction yield outcomes from USPTO patents with 853,638 reactions. Task: Predict the reaction yield, written as a fraction of the theoretical maximum amount of product (1.0 means a 100% yield; for example, 0.34 means a 34% yield). (1) The reactants are [CH3:1][O:2][C:3]([C:5]1[S:6][C:7]([Br:11])=[CH:8][C:9]=1[OH:10])=[O:4].[Cl:12][C:13]1[CH:18]=[CH:17][CH:16]=[CH:15][C:14]=1[CH:19](O)[CH3:20].C1(P(C2C=CC=CC=2)C2C=CC=CC=2)C=CC=CC=1.CCOC(/N=N/C(OCC)=O)=O. The catalyst is C1COCC1. The product is [CH3:1][O:2][C:3]([C:5]1[S:6][C:7]([Br:11])=[CH:8][C:9]=1[O:10][CH:19]([C:14]1[CH:15]=[CH:16][CH:17]=[CH:18][C:13]=1[Cl:12])[CH3:20])=[O:4]. The yield is 0.980. (2) The yield is 0.420. The reactants are [NH2:1][C:2]1[CH:7]=[CH:6][CH:5]=[CH:4][C:3]=1[S:8]([CH:11]([CH3:13])[CH3:12])(=[O:10])=[O:9].[H-].[Na+].[Cl:16][C:17]1[N:18]=[C:19](Cl)[C:20]2[CH:25]=[CH:24][N:23]([CH2:26][O:27][CH2:28][CH2:29][Si:30]([CH3:33])([CH3:32])[CH3:31])[C:21]=2[N:22]=1. The catalyst is CN(C=O)C. The product is [Cl:16][C:17]1[N:18]=[C:19]([NH:1][C:2]2[CH:7]=[CH:6][CH:5]=[CH:4][C:3]=2[S:8]([CH:11]([CH3:13])[CH3:12])(=[O:10])=[O:9])[C:20]2[CH:25]=[CH:24][N:23]([CH2:26][O:27][CH2:28][CH2:29][Si:30]([CH3:33])([CH3:32])[CH3:31])[C:21]=2[N:22]=1. (3) The yield is 0.944. The reactants are [CH3:13][C:12]([O:11][C:9](O[C:9]([O:11][C:12]([CH3:15])([CH3:14])[CH3:13])=[O:10])=[O:10])([CH3:15])[CH3:14].[NH2:16][C@@:17]1([CH2:24][C:25]#[CH:26])[CH2:21][CH2:20][N:19]([CH3:22])[C:18]1=[O:23]. The product is [CH3:22][N:19]1[CH2:20][CH2:21][C@@:17]([NH:16][C:9](=[O:10])[O:11][C:12]([CH3:13])([CH3:14])[CH3:15])([CH2:24][C:25]#[CH:26])[C:18]1=[O:23]. The catalyst is C(Cl)Cl. (4) The reactants are [CH3:1][O:2][C:3]1[CH:11]=[C:10]2[C:6]([CH:7]=[N:8][NH:9]2)=[CH:5][CH:4]=1.Br[CH2:13][C:14]1[CH:19]=[CH:18][CH:17]=[CH:16][CH:15]=1. No catalyst specified. The product is [CH2:13]([N:8]1[CH2:7][C:6]2[C:10](=[CH:11][C:3]([O:2][CH3:1])=[CH:4][CH:5]=2)[NH:9]1)[C:14]1[CH:19]=[CH:18][CH:17]=[CH:16][CH:15]=1. The yield is 0.310. (5) The reactants are [CH3:1][O:2][C:3](=[O:17])[C:4]1[CH:9]=[C:8]([CH2:10]Br)[CH:7]=[CH:6][C:5]=1[NH:12][C:13](=[O:16])[CH2:14][CH3:15].[Cl:18][C:19]1[CH:24]=[C:23]([Cl:25])[CH:22]=[CH:21][C:20]=1[OH:26].C(=O)([O-])[O-].[K+].[K+].Cl. The catalyst is CC(C)=O. The product is [CH3:1][O:2][C:3](=[O:17])[C:4]1[CH:9]=[C:8]([CH2:10][O:26][C:20]2[CH:21]=[CH:22][C:23]([Cl:25])=[CH:24][C:19]=2[Cl:18])[CH:7]=[CH:6][C:5]=1[NH:12][C:13](=[O:16])[CH2:14][CH3:15]. The yield is 0.720. (6) The yield is 0.670. The product is [Br:6][C:7]1[CH:14]=[C:11]([CH:12]2[CH2:20][CH:15]([OH:19])[CH2:16][CH2:17][O:13]2)[CH:10]=[N:9][CH:8]=1. The reactants are S(=O)(=O)(O)O.[Br:6][C:7]1[CH:8]=[N:9][CH:10]=[C:11]([CH:14]=1)[CH:12]=[O:13].[CH2:15]([OH:19])[CH2:16][CH:17]=C.[C:20]([O-])(O)=O.[Na+]. No catalyst specified. (7) The reactants are [Cl:1][C:2]1[N:7]=[C:6](Cl)[C:5]([Cl:9])=[CH:4][N:3]=1.[NH:10]1[C:14]2[CH2:15][CH2:16][NH:17][CH2:18][CH2:19][C:13]=2[N:12]=[CH:11]1.C(N(C(C)C)C(C)C)C. The catalyst is C(O)(C)C. The product is [Cl:1][C:2]1[N:7]=[C:6]([N:17]2[CH2:16][CH2:15][C:14]3[N:10]=[CH:11][NH:12][C:13]=3[CH2:19][CH2:18]2)[C:5]([Cl:9])=[CH:4][N:3]=1. The yield is 0.950.